This data is from Reaction yield outcomes from USPTO patents with 853,638 reactions. The task is: Predict the reaction yield, written as a fraction of the theoretical maximum amount of product (1.0 means a 100% yield; for example, 0.34 means a 34% yield). (1) The reactants are [C:1]([O:5][C:6]([N:8]1[C:12]([CH3:13])=[CH:11][C:10]([N:14]([C:38]([O:40][C:41]([CH3:44])([CH3:43])[CH3:42])=[O:39])[C:15]2[C:24]3[C:19](=[CH:20][C:21]([C:25](C)(C)[O:26][SiH2]C(C)(C)C)=[CH:22][CH:23]=3)[C:18](=[O:34])[N:17]([CH:35]([CH3:37])[CH3:36])[N:16]=2)=[N:9]1)=[O:7])([CH3:4])([CH3:3])[CH3:2].[F-].C([N+](CCCC)(CCCC)CCCC)CCC. The catalyst is O1CCCC1. The product is [C:1]([O:5][C:6]([N:8]1[C:12]([CH3:13])=[CH:11][C:10]([N:14]([C:38]([O:40][C:41]([CH3:43])([CH3:42])[CH3:44])=[O:39])[C:15]2[C:24]3[C:19](=[CH:20][C:21]([CH2:25][OH:26])=[CH:22][CH:23]=3)[C:18](=[O:34])[N:17]([CH:35]([CH3:36])[CH3:37])[N:16]=2)=[N:9]1)=[O:7])([CH3:4])([CH3:2])[CH3:3]. The yield is 0.450. (2) The reactants are [OH:1][C:2]([CH3:35])([CH3:34])[CH2:3][C@@:4]1([C:28]2[CH:33]=[CH:32][CH:31]=[CH:30][CH:29]=2)[O:9][C:8](=[O:10])[N:7]([C@H:11]([C:13]2[CH:18]=[CH:17][C:16](B3OC(C)(C)C(C)(C)O3)=[CH:15][CH:14]=2)[CH3:12])[CH2:6][CH2:5]1.Br[C:37]1[CH:38]=[N:39][N:40]([CH:42]2[CH2:47][CH2:46][O:45][CH2:44][CH2:43]2)[CH:41]=1. No catalyst specified. The product is [OH:1][C:2]([CH3:35])([CH3:34])[CH2:3][C@@:4]1([C:28]2[CH:33]=[CH:32][CH:31]=[CH:30][CH:29]=2)[O:9][C:8](=[O:10])[N:7]([C@H:11]([C:13]2[CH:18]=[CH:17][C:16]([C:37]3[CH:38]=[N:39][N:40]([CH:42]4[CH2:47][CH2:46][O:45][CH2:44][CH2:43]4)[CH:41]=3)=[CH:15][CH:14]=2)[CH3:12])[CH2:6][CH2:5]1. The yield is 0.180. (3) The reactants are [Si:1]([O:8][C:9]1[CH:14]=[CH:13][CH:12]=[CH:11][C:10]=1[CH2:15][CH2:16][OH:17])([C:4]([CH3:7])([CH3:6])[CH3:5])([CH3:3])[CH3:2].CC(OI1(OC(C)=O)(OC(C)=O)OC(=O)C2C=CC=CC1=2)=O. The catalyst is C(Cl)Cl. The product is [Si:1]([O:8][C:9]1[CH:14]=[CH:13][CH:12]=[CH:11][C:10]=1[CH2:15][CH:16]=[O:17])([C:4]([CH3:7])([CH3:6])[CH3:5])([CH3:3])[CH3:2]. The yield is 0.800.